Task: Predict the product of the given reaction.. Dataset: Forward reaction prediction with 1.9M reactions from USPTO patents (1976-2016) (1) Given the reactants [Br:1][C:2]1[CH:3]=[CH:4][CH:5]=[C:6]2[C:11]=1[NH:10][C:9](=O)[CH:8]=[N:7]2.P(Cl)(Cl)([Cl:15])=O, predict the reaction product. The product is: [Br:1][C:2]1[CH:3]=[CH:4][CH:5]=[C:6]2[C:11]=1[N:10]=[C:9]([Cl:15])[CH:8]=[N:7]2. (2) Given the reactants [F:1][C:2]1[CH:25]=[CH:24][C:5]2[N:6]=[C:7]([N:18]3[CH2:23][CH2:22][NH:21][CH2:20][CH2:19]3)[C:8]3[C:13]4[CH:14]=[CH:15][CH:16]=[CH:17][C:12]=4[S:11][C:9]=3[NH:10][C:4]=2[CH:3]=1.[C:26](O)(=[O:28])[CH3:27].C(N(CC)CC)C, predict the reaction product. The product is: [F:1][C:2]1[CH:25]=[CH:24][C:5]2[N:6]=[C:7]([N:18]3[CH2:23][CH2:22][N:21]([C:26](=[O:28])[CH3:27])[CH2:20][CH2:19]3)[C:8]3[C:13]4[CH:14]=[CH:15][CH:16]=[CH:17][C:12]=4[S:11][C:9]=3[NH:10][C:4]=2[CH:3]=1.